Dataset: Peptide-MHC class I binding affinity with 185,985 pairs from IEDB/IMGT. Task: Regression. Given a peptide amino acid sequence and an MHC pseudo amino acid sequence, predict their binding affinity value. This is MHC class I binding data. (1) The peptide sequence is VGNSYVKF. The MHC is Mamu-B52 with pseudo-sequence Mamu-B52. The binding affinity (normalized) is 0.972. (2) The peptide sequence is MGVYQILAIY. The MHC is Mamu-A02 with pseudo-sequence Mamu-A02. The binding affinity (normalized) is 0.998. (3) The peptide sequence is AVNAATYNR. The MHC is HLA-B18:01 with pseudo-sequence HLA-B18:01. The binding affinity (normalized) is 0.0847. (4) The peptide sequence is FLMSFTILCL. The MHC is HLA-A02:02 with pseudo-sequence HLA-A02:02. The binding affinity (normalized) is 1.00. (5) The peptide sequence is AAAKTPVIVV. The MHC is HLA-A02:06 with pseudo-sequence HLA-A02:06. The binding affinity (normalized) is 0.122. (6) The peptide sequence is SHEQGDIAL. The MHC is HLA-B08:02 with pseudo-sequence HLA-B08:02. The binding affinity (normalized) is 0.0847.